From a dataset of Forward reaction prediction with 1.9M reactions from USPTO patents (1976-2016). Predict the product of the given reaction. Given the reactants [O:1]=[C:2]1[N:6]=[C:5]2[C:7]3[CH:8]=[CH:9][CH:10]=[C:11]4[C:16]=3[C:15]([C:4]2=[C:3]1[C:17]#[N:18])=[CH:14][CH:13]=[CH:12]4.[CH3:19][C:20]1[CH:25]=[CH:24][C:23]([OH:26])=[CH:22][CH:21]=1, predict the reaction product. The product is: [CH3:19][C:20]1[CH:25]=[CH:24][C:23]([O:26][C:12]2[C:11]3[C:16]4=[C:7]([C:5]5[C:4]([C:15]4=[CH:14][CH:13]=2)=[C:3]([C:17]#[N:18])[C:2](=[O:1])[N:6]=5)[CH:8]=[CH:9][CH:10]=3)=[CH:22][CH:21]=1.